Dataset: Reaction yield outcomes from USPTO patents with 853,638 reactions. Task: Predict the reaction yield, written as a fraction of the theoretical maximum amount of product (1.0 means a 100% yield; for example, 0.34 means a 34% yield). (1) The reactants are [CH3:1][O:2][C:3]1[CH:4]=[C:5]2[O:9][C:8]([C:10]3[N:11]=[C:12]4[N:16]([CH:17]=3)[N:15]=[C:14]([O:18][CH3:19])[S:13]4)=[CH:7][C:6]2=[C:20]([OH:22])[CH:21]=1.[O:23]1[CH2:28][CH2:27][CH2:26][CH2:25][CH:24]1[O:29][CH:30]([C:32]1[CH:33]=[CH:34][C:35]([C:38]2[CH:39]=[C:40]([CH2:44]O)[CH:41]=[CH:42][CH:43]=2)=[N:36][CH:37]=1)[CH3:31].C(P(CCCC)CCCC)CCC.N(C(N1CCCCC1)=O)=NC(N1CCCCC1)=O. The catalyst is C1COCC1.C(Cl)Cl. The product is [CH3:19][O:18][C:14]1[S:13][C:12]2=[N:11][C:10]([C:8]3[O:9][C:5]4[CH:4]=[C:3]([O:2][CH3:1])[CH:21]=[C:20]([O:22][CH2:44][C:40]5[CH:41]=[CH:42][CH:43]=[C:38]([C:35]6[CH:34]=[CH:33][C:32]([CH:30]([O:29][CH:24]7[CH2:25][CH2:26][CH2:27][CH2:28][O:23]7)[CH3:31])=[CH:37][N:36]=6)[CH:39]=5)[C:6]=4[CH:7]=3)=[CH:17][N:16]2[N:15]=1. The yield is 0.710. (2) The reactants are C[O:2][C:3]([C:5]1[CH:6]=[C:7]([NH:11][C:12]2[N:17]=[C:16]([NH:18][C:19]3[CH:24]=[CH:23][CH:22]=[C:21]([C:25]([O:27]C)=[O:26])[CH:20]=3)[C:15]([F:29])=[CH:14][N:13]=2)[CH:8]=[CH:9][CH:10]=1)=[O:4].[OH-].[Na+]. The catalyst is C1COCC1.O.C(OCC)(=O)C. The product is [C:3]([C:5]1[CH:6]=[C:7]([NH:11][C:12]2[N:17]=[C:16]([NH:18][C:19]3[CH:24]=[CH:23][CH:22]=[C:21]([C:25]([OH:27])=[O:26])[CH:20]=3)[C:15]([F:29])=[CH:14][N:13]=2)[CH:8]=[CH:9][CH:10]=1)([OH:4])=[O:2]. The yield is 0.580. (3) The reactants are Cl[CH2:2][C:3]1[CH:8]=[C:7]([O:9][CH3:10])[C:6]([N+:11]([O-:13])=[O:12])=[CH:5][C:4]=1[F:14].[P:15]([O:22]CC)([O:19][CH2:20][CH3:21])[O:16][CH2:17][CH3:18]. No catalyst specified. The product is [F:14][C:4]1[CH:5]=[C:6]([N+:11]([O-:13])=[O:12])[C:7]([O:9][CH3:10])=[CH:8][C:3]=1[CH2:2][P:15](=[O:22])([O:19][CH2:20][CH3:21])[O:16][CH2:17][CH3:18]. The yield is 0.350. (4) The yield is 0.440. The product is [CH:24]1([N:23]2[C:19]([CH2:18][S:8][C:6]3[N:5]=[C:4]([OH:9])[CH:3]=[C:2]([CH3:1])[N:7]=3)=[CH:20][N:21]=[CH:22]2)[CH2:25][CH2:26][CH2:27][CH2:28][CH2:29]1. The reactants are [CH3:1][C:2]1[N:7]=[C:6]([SH:8])[N:5]=[C:4]([OH:9])[CH:3]=1.C(=O)([O-])[O-].[K+].[K+].Cl.Cl[CH2:18][C:19]1[N:23]([CH:24]2[CH2:29][CH2:28][CH2:27][CH2:26][CH2:25]2)[CH:22]=[N:21][CH:20]=1. The catalyst is CN(C=O)C. (5) The product is [C:2]1([C@@H:8]2[CH2:10][C@H:9]2[NH:11][CH2:18][C:17]2[CH:20]=[CH:21][C:14]([C:12]#[N:13])=[CH:15][CH:16]=2)[CH:7]=[CH:6][CH:5]=[CH:4][CH:3]=1. The reactants are Cl.[C:2]1([C@@H:8]2[CH2:10][C@H:9]2[NH2:11])[CH:7]=[CH:6][CH:5]=[CH:4][CH:3]=1.[C:12]([C:14]1[CH:21]=[CH:20][C:17]([CH:18]=O)=[CH:16][CH:15]=1)#[N:13].[BH-](OC(C)=O)(OC(C)=O)OC(C)=O.[Na+]. The yield is 0.190. The catalyst is C(Cl)Cl.O. (6) The product is [Br:1][C:2]1[CH:3]=[C:4]([C:8]2([CH3:12])[CH2:9][N:10]([CH3:11])[C:15](=[NH:16])[NH:13]2)[CH:5]=[CH:6][CH:7]=1. The catalyst is CCO. The reactants are [Br:1][C:2]1[CH:3]=[C:4]([C:8]([NH2:13])([CH3:12])[CH2:9][NH:10][CH3:11])[CH:5]=[CH:6][CH:7]=1.Br[C:15]#[N:16]. The yield is 1.00.